This data is from Peptide-MHC class I binding affinity with 185,985 pairs from IEDB/IMGT. The task is: Regression. Given a peptide amino acid sequence and an MHC pseudo amino acid sequence, predict their binding affinity value. This is MHC class I binding data. (1) The peptide sequence is KARARLLSM. The MHC is SLA-30401 with pseudo-sequence SLA-30401. The binding affinity (normalized) is 0.472. (2) The peptide sequence is LDVLCLSSL. The MHC is HLA-B40:02 with pseudo-sequence HLA-B40:02. The binding affinity (normalized) is 0.652.